Dataset: NCI-60 drug combinations with 297,098 pairs across 59 cell lines. Task: Regression. Given two drug SMILES strings and cell line genomic features, predict the synergy score measuring deviation from expected non-interaction effect. (1) Drug 1: CN1CCC(CC1)COC2=C(C=C3C(=C2)N=CN=C3NC4=C(C=C(C=C4)Br)F)OC. Drug 2: CS(=O)(=O)OCCCCOS(=O)(=O)C. Cell line: T-47D. Synergy scores: CSS=0.602, Synergy_ZIP=-1.65, Synergy_Bliss=1.04, Synergy_Loewe=-7.01, Synergy_HSA=-0.756. (2) Drug 1: COC1=C(C=C2C(=C1)N=CN=C2NC3=CC(=C(C=C3)F)Cl)OCCCN4CCOCC4. Drug 2: C1=NNC2=C1C(=O)NC=N2. Cell line: SK-MEL-2. Synergy scores: CSS=22.3, Synergy_ZIP=0.0112, Synergy_Bliss=8.10, Synergy_Loewe=-42.3, Synergy_HSA=3.67. (3) Drug 1: C1CCC(C1)C(CC#N)N2C=C(C=N2)C3=C4C=CNC4=NC=N3. Drug 2: CCC1=CC2CC(C3=C(CN(C2)C1)C4=CC=CC=C4N3)(C5=C(C=C6C(=C5)C78CCN9C7C(C=CC9)(C(C(C8N6C)(C(=O)OC)O)OC(=O)C)CC)OC)C(=O)OC.C(C(C(=O)O)O)(C(=O)O)O. Cell line: NCI-H460. Synergy scores: CSS=60.2, Synergy_ZIP=8.96, Synergy_Bliss=9.21, Synergy_Loewe=-27.3, Synergy_HSA=9.17. (4) Drug 1: CC1=C(C(=O)C2=C(C1=O)N3CC4C(C3(C2COC(=O)N)OC)N4)N. Drug 2: C1CCC(C(C1)N)N.C(=O)(C(=O)[O-])[O-].[Pt+4]. Cell line: SK-OV-3. Synergy scores: CSS=-0.680, Synergy_ZIP=-1.59, Synergy_Bliss=-3.45, Synergy_Loewe=-4.61, Synergy_HSA=-4.15.